This data is from Reaction yield outcomes from USPTO patents with 853,638 reactions. The task is: Predict the reaction yield, written as a fraction of the theoretical maximum amount of product (1.0 means a 100% yield; for example, 0.34 means a 34% yield). The yield is 0.800. The product is [CH2:1]([NH:3][C:11]1[O:12][C:13]([CH2:16][N:17]2[CH2:18][CH2:19][CH:20]([C:23]3[CH:28]=[CH:27][CH:26]=[CH:25][CH:24]=3)[CH2:21][CH2:22]2)=[CH:14][N:15]=1)[CH3:2]. The reactants are [CH2:1]([N:3]([C:11]1[O:12][C:13]([CH2:16][N:17]2[CH2:22][CH2:21][CH:20]([C:23]3[CH:28]=[CH:27][CH:26]=[CH:25][CH:24]=3)[CH2:19][CH2:18]2)=[CH:14][N:15]=1)C(=O)OC(C)(C)C)[CH3:2].O1CCOCC1.Cl. The catalyst is O1CCOCC1.